From a dataset of Forward reaction prediction with 1.9M reactions from USPTO patents (1976-2016). Predict the product of the given reaction. (1) Given the reactants CN1CCOCC1.[Cl:8]C1N=C(OC)N=C(OC)N=1.[NH:19]1[C:27]2[C:22](=[CH:23][CH:24]=[CH:25][CH:26]=2)[C:21]([CH2:28][C:29]([OH:31])=O)=[CH:20]1.[CH3:32][N:33]([CH3:47])[C:34]1([C:41]2[CH:46]=[CH:45][CH:44]=[CH:43][CH:42]=2)[CH2:39][CH2:38][CH:37]([NH2:40])[CH2:36][CH2:35]1, predict the reaction product. The product is: [ClH:8].[CH3:32][N:33]([CH3:47])[C:34]1([C:41]2[CH:46]=[CH:45][CH:44]=[CH:43][CH:42]=2)[CH2:39][CH2:38][CH:37]([NH:40][C:29](=[O:31])[CH2:28][C:21]2[C:22]3[C:27](=[CH:26][CH:25]=[CH:24][CH:23]=3)[NH:19][CH:20]=2)[CH2:36][CH2:35]1. (2) Given the reactants [CH2:1]([C:4]1[CH:13]=[CH:12][CH:11]=[C:10]2[C:5]=1[C:6](=[O:15])[NH:7][C:8](=[O:14])[NH:9]2)[CH:2]=[CH2:3].C(N(CC)CC)C.Cl[C:24]([O:26][CH2:27][CH3:28])=[O:25], predict the reaction product. The product is: [CH2:1]([C:4]1[CH:13]=[CH:12][CH:11]=[C:10]2[C:5]=1[C:6](=[O:15])[N:7]([C:24]([O:26][CH2:27][CH3:28])=[O:25])[C:8](=[O:14])[NH:9]2)[CH:2]=[CH2:3]. (3) Given the reactants [CH3:1][C:2]([CH3:14])([CH2:12][CH3:13])[C:3](=[O:11])[CH2:4][C:5]1[CH:10]=[CH:9][CH:8]=[CH:7][CH:6]=1.N1CCCC[CH2:16]1.C=O, predict the reaction product. The product is: [CH3:1][C:2]([CH3:14])([CH2:12][CH3:13])[C:3](=[O:11])[C:4]([C:5]1[CH:10]=[CH:9][CH:8]=[CH:7][CH:6]=1)=[CH2:16]. (4) Given the reactants C([O:4][CH2:5][C:6]([N:8]([C:38]1[CH:43]=[CH:42][C:41]([Cl:44])=[CH:40][CH:39]=1)[C@H:9]1[C:18]2[C:13](=[CH:14][CH:15]=[CH:16][CH:17]=2)[N:12]([C:19]([C:21]2[CH:26]=[CH:25][C:24]([CH2:27][CH2:28][CH2:29][C:30]([CH3:36])([CH3:35])[C:31]([O:33]C)=[O:32])=[CH:23][CH:22]=2)=[O:20])[C@@H:11]([CH3:37])[CH2:10]1)=[O:7])(=O)C.[OH-].[Na+], predict the reaction product. The product is: [Cl:44][C:41]1[CH:40]=[CH:39][C:38]([N:8]([C:6](=[O:7])[CH2:5][OH:4])[C@H:9]2[C:18]3[C:13](=[CH:14][CH:15]=[CH:16][CH:17]=3)[N:12]([C:19]([C:21]3[CH:26]=[CH:25][C:24]([CH2:27][CH2:28][CH2:29][C:30]([CH3:36])([CH3:35])[C:31]([OH:33])=[O:32])=[CH:23][CH:22]=3)=[O:20])[C@@H:11]([CH3:37])[CH2:10]2)=[CH:43][CH:42]=1. (5) Given the reactants C1(P(C2CCCCC2)C2CCCCC2)CCCCC1.CCCCCC[CH2:26][CH2:27][CH2:28][CH2:29][CH2:30][CH2:31][CH3:32].C[Si](C)(C)O[C:36]1[CH:37]=[C:38]2[C:43](=[CH:44][CH:45]=1)[CH2:42][CH2:41][CH2:40][CH2:39]2.C1(C)C(C2C(C)=CC=CC=2)=CC=CC=1.CC1C=CC(O)=CC=1, predict the reaction product. The product is: [CH3:32][C:31]1[CH:26]=[CH:27][C:28]([C:36]2[CH:37]=[C:38]3[C:43](=[CH:44][CH:45]=2)[CH2:42][CH2:41][CH2:40][CH2:39]3)=[CH:29][CH:30]=1. (6) The product is: [NH2:35][CH2:34][C:32]1[CH:31]=[CH:30][C:29]([OH:36])=[C:28]([C:11]2[C:12]([OH:27])=[C:13]([C:15]3[NH:19][C:18]4[CH:20]=[CH:21][C:22]([C:24](=[NH:25])[NH2:26])=[CH:23][C:17]=4[N:16]=3)[CH:14]=[C:9]([C:4]([CH2:5][OH:6])([CH2:7][OH:8])[C:3]([OH:37])=[O:2])[CH:10]=2)[CH:33]=1. Given the reactants C[O:2][C:3](=[O:37])[C:4]([C:9]1[CH:10]=[C:11]([C:28]2[CH:33]=[C:32]([CH2:34][NH2:35])[CH:31]=[CH:30][C:29]=2[OH:36])[C:12]([OH:27])=[C:13]([C:15]2[NH:19][C:18]3[CH:20]=[CH:21][C:22]([C:24](=[NH:26])[NH2:25])=[CH:23][C:17]=3[N:16]=2)[CH:14]=1)([CH2:7][OH:8])[CH2:5][OH:6].Cl, predict the reaction product.